Dataset: NCI-60 drug combinations with 297,098 pairs across 59 cell lines. Task: Regression. Given two drug SMILES strings and cell line genomic features, predict the synergy score measuring deviation from expected non-interaction effect. (1) Cell line: RXF 393. Drug 1: CC1=CC=C(C=C1)C2=CC(=NN2C3=CC=C(C=C3)S(=O)(=O)N)C(F)(F)F. Drug 2: CCC1(CC2CC(C3=C(CCN(C2)C1)C4=CC=CC=C4N3)(C5=C(C=C6C(=C5)C78CCN9C7C(C=CC9)(C(C(C8N6C=O)(C(=O)OC)O)OC(=O)C)CC)OC)C(=O)OC)O.OS(=O)(=O)O. Synergy scores: CSS=8.03, Synergy_ZIP=-1.44, Synergy_Bliss=1.50, Synergy_Loewe=-25.3, Synergy_HSA=-0.148. (2) Drug 1: CC(C1=C(C=CC(=C1Cl)F)Cl)OC2=C(N=CC(=C2)C3=CN(N=C3)C4CCNCC4)N. Drug 2: C1C(C(OC1N2C=NC3=C2NC=NCC3O)CO)O. Cell line: MALME-3M. Synergy scores: CSS=3.60, Synergy_ZIP=-1.41, Synergy_Bliss=0.704, Synergy_Loewe=-3.03, Synergy_HSA=-0.442.